From a dataset of Forward reaction prediction with 1.9M reactions from USPTO patents (1976-2016). Predict the product of the given reaction. (1) Given the reactants [S:1]1[CH:5]=[CH:4][C:3]([C:6]2[CH:11]=[CH:10][C:9]([CH:12]([CH3:15])[CH2:13][NH2:14])=[CH:8][CH:7]=2)=[CH:2]1.[C:16](Cl)(=[O:23])[C:17]1[CH:22]=[CH:21][CH:20]=[N:19][CH:18]=1, predict the reaction product. The product is: [S:1]1[CH:5]=[CH:4][C:3]([C:6]2[CH:11]=[CH:10][C:9]([CH:12]([CH3:15])[CH2:13][NH:14][C:16](=[O:23])[C:17]3[CH:22]=[CH:21][CH:20]=[N:19][CH:18]=3)=[CH:8][CH:7]=2)=[CH:2]1. (2) Given the reactants [C:1]([O:11][CH2:12][CH3:13])(=[O:10])[CH:2]=[CH:3][C:4]1[CH:9]=[CH:8][CH:7]=[CH:6][CH:5]=1.[C:14]1([NH:20][N:21]=[CH:22][C:23]2[CH:28]=[CH:27][CH:26]=[CH:25][CH:24]=2)[CH:19]=[CH:18][CH:17]=[CH:16][CH:15]=1.CC1C=CC(S([N-]Cl)(=O)=O)=CC=1.O.O.O.[Na+].CO, predict the reaction product. The product is: [C:14]1([N:20]2[CH:3]([C:4]3[CH:9]=[CH:8][CH:7]=[CH:6][CH:5]=3)[CH:2]([C:1]([O:11][CH2:12][CH3:13])=[O:10])[C:22]([C:23]3[CH:28]=[CH:27][CH:26]=[CH:25][CH:24]=3)=[N:21]2)[CH:15]=[CH:16][CH:17]=[CH:18][CH:19]=1. (3) Given the reactants [NH2:1][C:2]1[N:12]=[CH:11][CH:10]=[CH:9][C:3]=1[C:4]([O:6][CH2:7][CH3:8])=[O:5].[CH:13]([C:15]1[CH:16]=[C:17]([B:25]([OH:27])[OH:26])[CH:18]=[C:19]([O:21][CH:22]([CH3:24])[CH3:23])[CH:20]=1)=O.O.[C:29]1([CH3:39])[CH:34]=[CH:33]C(S(O)(=O)=O)=C[CH:30]=1.[C:40](O[BH-](OC(=O)C)OC(=O)C)(=O)C.[Na+], predict the reaction product. The product is: [CH:22]([O:21][C:19]1[CH:20]=[C:15]([CH:16]=[C:17]([B:25]2[O:27][C:29]([CH3:39])([CH3:30])[C:34]([CH3:40])([CH3:33])[O:26]2)[CH:18]=1)[CH2:13][NH:1][C:2]1[N:12]=[CH:11][CH:10]=[CH:9][C:3]=1[C:4]([O:6][CH2:7][CH3:8])=[O:5])([CH3:24])[CH3:23]. (4) Given the reactants COC1C=CC(C[N:8]2[CH:16]=[N:15][C:14]3[C:9]2=[N:10][CH:11]=[N:12][C:13]=3[C:17]2[C:18]([NH:23][C:24]3[C:33]([CH3:34])=[CH:32][CH:31]=[C:30]4[C:25]=3[CH:26]=[CH:27][N:28]=[C:29]4[NH:35][C:36]3[CH:43]=[CH:42][C:39]([C:40]#[N:41])=[CH:38][CH:37]=3)=[N:19][CH:20]=[CH:21][CH:22]=2)=CC=1.Cl.CO, predict the reaction product. The product is: [N:12]1[C:13]([C:17]2[C:18]([NH:23][C:24]3[C:33]([CH3:34])=[CH:32][CH:31]=[C:30]4[C:25]=3[CH:26]=[CH:27][N:28]=[C:29]4[NH:35][C:36]3[CH:37]=[CH:38][C:39]([C:40]#[N:41])=[CH:42][CH:43]=3)=[N:19][CH:20]=[CH:21][CH:22]=2)=[C:14]2[C:9]([NH:8][CH:16]=[N:15]2)=[N:10][CH:11]=1. (5) Given the reactants [C:1]([O:5][C:6]([N:8]([CH2:10][C:11]1[CH:12]=[CH:13][C:14]([N+:20]([O-])=O)=[C:15]([CH:19]=1)[C:16]([OH:18])=[O:17])[CH3:9])=[O:7])([CH3:4])([CH3:3])[CH3:2].[H][H], predict the reaction product. The product is: [NH2:20][C:14]1[CH:13]=[CH:12][C:11]([CH2:10][N:8]([C:6]([O:5][C:1]([CH3:4])([CH3:3])[CH3:2])=[O:7])[CH3:9])=[CH:19][C:15]=1[C:16]([OH:18])=[O:17].